From a dataset of Forward reaction prediction with 1.9M reactions from USPTO patents (1976-2016). Predict the product of the given reaction. (1) Given the reactants Br[C:2]1[CH:11]=[CH:10][C:5]([C:6]([O:8][CH3:9])=[O:7])=[C:4]([OH:12])[CH:3]=1.C1(P(C2CCCCC2)[C:20]2C=CC=C[C:21]=2[C:26]2C(OC)=CC=CC=2OC)CCCCC1.C1(B(O)O)CC1.C(=O)([O-])[O-].[Na+].[Na+], predict the reaction product. The product is: [CH:26]1([C:2]2[CH:11]=[CH:10][C:5]([C:6]([O:8][CH3:9])=[O:7])=[C:4]([OH:12])[CH:3]=2)[CH2:21][CH2:20]1. (2) Given the reactants C([O:3][C:4](=[O:32])[CH2:5][O:6][C:7]1[CH:12]=[CH:11][C:10]([S:13]([N:16]2[C:24]3[C:19](=[CH:20][C:21](Br)=[CH:22][CH:23]=3)[C:18]([C:26]3[S:27][CH:28]=[CH:29][N:30]=3)=[CH:17]2)(=[O:15])=[O:14])=[CH:9][C:8]=1[CH3:31])C.[F:33][C:34]([F:45])([F:44])[C:35]1[CH:40]=[CH:39][C:38](B(O)O)=[CH:37][CH:36]=1.C(=O)([O-])[O-].[Na+].[Na+], predict the reaction product. The product is: [CH3:31][C:8]1[CH:9]=[C:10]([S:13]([N:16]2[C:24]3[C:19](=[CH:20][C:21]([C:38]4[CH:39]=[CH:40][C:35]([C:34]([F:45])([F:44])[F:33])=[CH:36][CH:37]=4)=[CH:22][CH:23]=3)[C:18]([C:26]3[S:27][CH:28]=[CH:29][N:30]=3)=[CH:17]2)(=[O:14])=[O:15])[CH:11]=[CH:12][C:7]=1[O:6][CH2:5][C:4]([OH:3])=[O:32]. (3) The product is: [CH3:29][O:28][C:23]1[CH:24]=[CH:25][CH:26]=[CH:27][C:22]=1[NH:1][C:2]1[CH:3]=[CH:4][C:5]2[C:11](=[O:12])[C:10]3[CH:13]=[CH:14][C:15]([N+:17]([O-:19])=[O:18])=[CH:16][C:9]=3[CH2:8][O:7][C:6]=2[CH:20]=1. Given the reactants [NH2:1][C:2]1[CH:3]=[CH:4][C:5]2[C:11](=[O:12])[C:10]3[CH:13]=[CH:14][C:15]([N+:17]([O-:19])=[O:18])=[CH:16][C:9]=3[CH2:8][O:7][C:6]=2[CH:20]=1.Br[C:22]1[CH:27]=[CH:26][CH:25]=[CH:24][C:23]=1[O:28][CH3:29].C1(P(C2CCCCC2)C2C=CC=CC=2C2C(C(C)C)=CC(C(C)C)=CC=2C(C)C)CCCCC1.CC([O-])(C)C.[K+], predict the reaction product. (4) The product is: [Cl:11][C:12]1[C:13](=[O:20])[C:1]2[C:15]([C:16](=[O:18])[CH:17]=1)=[CH:14][CH:10]=[C:3]([CH2:4][CH2:5][CH:6]=[C:7]([CH3:8])[CH3:9])[CH:2]=2. Given the reactants [CH2:1]=[CH:2][C:3](=[CH2:10])[CH2:4][CH2:5][CH2:6][C:7](=[CH2:9])[CH3:8].[Cl:11][C:12]1[C:13](=[O:20])[CH:14]=[C:15](Cl)[C:16](=[O:18])[CH:17]=1, predict the reaction product.